Dataset: Retrosynthesis with 50K atom-mapped reactions and 10 reaction types from USPTO. Task: Predict the reactants needed to synthesize the given product. Given the product Cc1nccc(N2CCNCC2)n1, predict the reactants needed to synthesize it. The reactants are: C1CNCCN1.Cc1nccc(Cl)n1.